From a dataset of Reaction yield outcomes from USPTO patents with 853,638 reactions. Predict the reaction yield, written as a fraction of the theoretical maximum amount of product (1.0 means a 100% yield; for example, 0.34 means a 34% yield). The reactants are [Cl:1][C:2]1[N:7]=[N:6][C:5]([NH2:8])=[CH:4][CH:3]=1.[CH3:9][O:10][C:11]1[CH:12]=[C:13]([C:19](=O)[CH2:20][C:21](OCC)=[O:22])[CH:14]=[CH:15][C:16]=1[O:17][CH3:18]. No catalyst specified. The product is [Cl:1][C:2]1[CH:3]=[CH:4][C:5]2[N:6]([C:21](=[O:22])[CH:20]=[C:19]([C:13]3[CH:14]=[CH:15][C:16]([O:17][CH3:18])=[C:11]([O:10][CH3:9])[CH:12]=3)[N:8]=2)[N:7]=1. The yield is 0.140.